This data is from Forward reaction prediction with 1.9M reactions from USPTO patents (1976-2016). The task is: Predict the product of the given reaction. (1) Given the reactants [Cl:1][C:2]1[CH:30]=[C:29]([Cl:31])[CH:28]=[CH:27][C:3]=1[CH2:4][NH:5][C:6]([C:8]1[C:9]([O:23][CH:24]([CH3:26])[CH3:25])=[N:10][N:11]([CH2:13][CH2:14][CH2:15][O:16]C2CCCCO2)[CH:12]=1)=[O:7].CO.Cl, predict the reaction product. The product is: [Cl:1][C:2]1[CH:30]=[C:29]([Cl:31])[CH:28]=[CH:27][C:3]=1[CH2:4][NH:5][C:6]([C:8]1[C:9]([O:23][CH:24]([CH3:26])[CH3:25])=[N:10][N:11]([CH2:13][CH2:14][CH2:15][OH:16])[CH:12]=1)=[O:7]. (2) The product is: [Cl:20][C:5]1[C:6]([NH:8][C:9]2[CH:19]=[CH:18][CH:17]=[CH:16][C:10]=2[C:11]([N:13]([CH3:15])[CH3:14])=[O:12])=[N:7][C:2]([NH:33][C:32]2[CH:31]=[CH:30][C:29]([CH2:28][N:25]3[CH2:24][CH2:23][N:22]([CH3:21])[CH2:27][CH2:26]3)=[CH:35][CH:34]=2)=[N:3][CH:4]=1. Given the reactants Cl[C:2]1[N:7]=[C:6]([NH:8][C:9]2[CH:19]=[CH:18][CH:17]=[CH:16][C:10]=2[C:11]([N:13]([CH3:15])[CH3:14])=[O:12])[C:5]([Cl:20])=[CH:4][N:3]=1.[CH3:21][N:22]1[CH2:27][CH2:26][N:25]([CH2:28][C:29]2[CH:35]=[CH:34][C:32]([NH2:33])=[CH:31][CH:30]=2)[CH2:24][CH2:23]1, predict the reaction product. (3) Given the reactants [CH3:1][C@H:2]([NH:7][C:8]([C:10]1[C:18]2[C:13](=[N:14][CH:15]=[C:16]([C:19]3[S:20][C:21]([C:24](=[O:33])[NH:25][CH2:26][C:27]4[CH:32]=[CH:31][CH:30]=[CH:29][CH:28]=4)=[CH:22][CH:23]=3)[N:17]=2)[N:12](COCC[Si](C)(C)C)[CH:11]=1)=[O:9])[C:3]([CH3:6])([CH3:5])[CH3:4].FC(F)(F)C(O)=O.C([O-])(=O)C.[Na+].O, predict the reaction product. The product is: [CH3:1][C@H:2]([NH:7][C:8]([C:10]1[C:18]2[C:13](=[N:14][CH:15]=[C:16]([C:19]3[S:20][C:21]([C:24](=[O:33])[NH:25][CH2:26][C:27]4[CH:32]=[CH:31][CH:30]=[CH:29][CH:28]=4)=[CH:22][CH:23]=3)[N:17]=2)[NH:12][CH:11]=1)=[O:9])[C:3]([CH3:6])([CH3:5])[CH3:4].